This data is from Reaction yield outcomes from USPTO patents with 853,638 reactions. The task is: Predict the reaction yield, written as a fraction of the theoretical maximum amount of product (1.0 means a 100% yield; for example, 0.34 means a 34% yield). (1) The reactants are C[Si]([N-][Si](C)(C)C)(C)C.[K+].[C:11]1([C:29]2[CH:34]=[CH:33][CH:32]=[CH:31][CH:30]=2)[CH:16]=[CH:15][C:14]([O:17][CH2:18][CH2:19][CH2:20][CH2:21][CH2:22][CH2:23][C:24]([O:26][CH2:27][CH3:28])=[O:25])=[CH:13][CH:12]=1.C1(S(N2C(C3C=CC=CC=3)O2)(=O)=[O:42])C=CC=CC=1. The catalyst is C1COCC1. The product is [C:11]1([C:29]2[CH:30]=[CH:31][CH:32]=[CH:33][CH:34]=2)[CH:16]=[CH:15][C:14]([O:17][CH2:18][CH2:19][CH2:20][CH2:21][CH2:22][CH:23]([OH:42])[C:24]([O:26][CH2:27][CH3:28])=[O:25])=[CH:13][CH:12]=1. The yield is 0.500. (2) The reactants are [CH3:1][O:2][C:3]1[CH:13]=[CH:12][CH:11]=[C:5]2[C:6]([NH:8][C:9](=O)[C:4]=12)=O.B.CO.Cl. The catalyst is O1CCCC1. The product is [CH3:1][O:2][C:3]1[CH:13]=[CH:12][CH:11]=[C:5]2[C:4]=1[CH2:9][NH:8][CH2:6]2. The yield is 0.590. (3) The reactants are [Cl:1][C:2]1[CH:24]=[C:23]([Cl:25])[C:22]([C:26]2[CH:31]=[CH:30][CH:29]=[CH:28][N:27]=2)=[CH:21][C:3]=1[C:4]([NH:6][C:7]1[N:11]([C:12]2[CH:17]=[CH:16][CH:15]=[CH:14][CH:13]=2)[N:10]=[C:9]([C:18](O)=[O:19])[CH:8]=1)=[O:5].[NH2:32][CH2:33][C:34]([CH3:37])([OH:36])[CH3:35].CCN(C(C)C)C(C)C.CN(C(ON1N=NC2C=CC=NC1=2)=[N+](C)C)C.F[P-](F)(F)(F)(F)F. The catalyst is CN(C=O)C. The product is [Cl:1][C:2]1[CH:24]=[C:23]([Cl:25])[C:22]([C:26]2[CH:31]=[CH:30][CH:29]=[CH:28][N:27]=2)=[CH:21][C:3]=1[C:4]([NH:6][C:7]1[N:11]([C:12]2[CH:17]=[CH:16][CH:15]=[CH:14][CH:13]=2)[N:10]=[C:9]([C:18]([NH:32][CH2:33][C:34]([OH:36])([CH3:37])[CH3:35])=[O:19])[CH:8]=1)=[O:5]. The yield is 0.360. (4) The reactants are [CH3:1][C:2]1[CH:7]=[CH:6][C:5](B2OC(C)(C)C(C)(C)O2)=[CH:4][N:3]=1.Br[C:18]1[CH:23]=[CH:22][N:21]=[C:20]([O:24][CH3:25])[CH:19]=1. No catalyst specified. The product is [CH3:25][O:24][C:20]1[CH:19]=[C:18]([C:5]2[CH:4]=[N:3][C:2]([CH3:1])=[CH:7][CH:6]=2)[CH:23]=[CH:22][N:21]=1. The yield is 0.980. (5) The reactants are [O:1]1[CH2:6][CH2:5][CH:4]([OH:7])[CH2:3][CH2:2]1.C1(P(C2C=CC=CC=2)C2C=CC=CC=2)C=CC=CC=1.[CH2:27]([C:29]1[N:30]=[C:31]([CH2:58][CH2:59][CH3:60])[N:32]([CH2:43][C:44]2[CH:49]=[CH:48][C:47]([C:50]3[C:51]([C:56]#[N:57])=[CH:52][CH:53]=[CH:54][CH:55]=3)=[CH:46][CH:45]=2)[C:33](=[O:42])[C:34]=1[C:35]1[CH:40]=[CH:39][C:38](O)=[CH:37][CH:36]=1)[CH3:28].[N:61]([C:69]([O:71]C(C)C)=[O:70])=[N:61][C:69]([O:71]C(C)C)=[O:70]. The catalyst is O1CCCC1.C(OCC)(=O)C. The product is [CH2:27]([C:29]1[N:30]=[C:31]([CH2:58][CH2:59][CH3:60])[N:32]([CH2:43][C:44]2[CH:49]=[CH:48][C:47]([C:50]3[CH:55]=[CH:54][CH:53]=[CH:52][C:51]=3[C:56]3[NH:61][C:69](=[O:70])[O:71][N:57]=3)=[CH:46][CH:45]=2)[C:33](=[O:42])[C:34]=1[C:35]1[CH:40]=[CH:39][C:38]([O:7][CH:4]2[CH2:5][CH2:6][O:1][CH2:2][CH2:3]2)=[CH:37][CH:36]=1)[CH3:28]. The yield is 0.360. (6) The reactants are [CH3:1][CH:2]([CH2:6][CH2:7][CH2:8][CH:9]([CH3:11])[CH3:10])[CH2:3][CH2:4]O.[CH2:12](Br)[CH:13]=[CH2:14].[H-].[Na+].CN(C=[O:22])C. No catalyst specified. The product is [CH2:12]([O:22][C:2]([CH3:1])([CH2:3][CH3:4])[CH2:6][CH2:7][CH2:8][CH:9]([CH3:11])[CH3:10])[CH:13]=[CH2:14]. The yield is 0.330. (7) The reactants are [Br:1][C:2]1[CH:11]=[C:10]2[C:5]([C:6](Cl)=[N:7][C:8]([Cl:12])=[N:9]2)=[CH:4][CH:3]=1.[NH:14]1[CH2:19][CH2:18][O:17][CH2:16][CH2:15]1. The catalyst is C(Cl)Cl. The product is [Br:1][C:2]1[CH:11]=[C:10]2[C:5]([C:6]([N:14]3[CH2:19][CH2:18][O:17][CH2:16][CH2:15]3)=[N:7][C:8]([Cl:12])=[N:9]2)=[CH:4][CH:3]=1. The yield is 0.840.